This data is from Full USPTO retrosynthesis dataset with 1.9M reactions from patents (1976-2016). The task is: Predict the reactants needed to synthesize the given product. (1) Given the product [CH2:32]([NH:36][C:37](=[O:45])[C:38](=[O:44])[C@@H:39]([NH:43][C:29]([C@@H:13]1[CH2:12][C@@H:11]([S:8]([C:3]2[CH:4]=[CH:5][CH:6]=[CH:7][C:2]=2[Cl:1])(=[O:9])=[O:10])[CH2:15][N:14]1[C:16]([C:18]1([C:21]2[C:26]([F:27])=[CH:25][C:24]([Cl:28])=[CH:23][N:22]=2)[CH2:20][CH2:19]1)=[O:17])=[O:30])[CH2:40][CH2:41][CH3:42])[CH2:33][CH2:34][CH3:35], predict the reactants needed to synthesize it. The reactants are: [Cl:1][C:2]1[CH:7]=[CH:6][CH:5]=[CH:4][C:3]=1[S:8]([C@H:11]1[CH2:15][N:14]([C:16]([C:18]2([C:21]3[C:26]([F:27])=[CH:25][C:24]([Cl:28])=[CH:23][N:22]=3)[CH2:20][CH2:19]2)=[O:17])[C@H:13]([C:29](O)=[O:30])[CH2:12]1)(=[O:10])=[O:9].[CH2:32]([NH:36][C:37](=[O:45])[C:38](=[O:44])[C@@H:39]([NH2:43])[CH2:40][CH2:41][CH3:42])[CH2:33][CH2:34][CH3:35]. (2) Given the product [N:51]1[N:50]([C:44]2[CH:45]=[CH:46][CH:47]=[CH:48][C:43]=2[C:6]([N:8]2[CH2:13][CH2:12][CH2:11][C@@H:10]([NH:14][C:15]3[CH:20]=[CH:19][C:18]([C:21]([F:22])([F:23])[F:24])=[CH:17][N:16]=3)[C@@H:9]2[CH3:25])=[O:7])[N:54]=[CH:53][CH:52]=1, predict the reactants needed to synthesize it. The reactants are: C(O[C:6]([N:8]1[CH2:13][CH2:12][CH2:11][C@@H:10]([NH:14][C:15]2[CH:20]=[CH:19][C:18]([C:21]([F:24])([F:23])[F:22])=[CH:17][N:16]=2)[C@@H:9]1[CH3:25])=[O:7])(C)(C)C.CC1C=C(C)N=C(N[C@@H]2CCCN(C([C:43]3[CH:48]=[CH:47][C:46](F)=[CH:45][C:44]=3[N:50]3[N:54]=[CH:53][CH:52]=[N:51]3)=O)[C@H]2C)N=1.CN(C(ON1N=NC2C=CC=NC1=2)=[N+](C)C)C.F[P-](F)(F)(F)(F)F.CN(C(ON1N=NC2C=CC=CC1=2)=[N+](C)C)C.F[P-](F)(F)(F)(F)F. (3) Given the product [Si:26]([O:25][CH2:24][CH2:23][N:18]1[CH2:17][CH2:16][N:15]([C:12]2[CH:11]=[CH:10][C:9]([B:4]3[O:3][C:2]([CH3:21])([CH3:1])[C:6]([CH3:7])([CH3:8])[O:5]3)=[CH:14][CH:13]=2)[CH2:20][CH2:19]1)([C:29]([CH3:32])([CH3:31])[CH3:30])([CH3:28])[CH3:27], predict the reactants needed to synthesize it. The reactants are: [CH3:1][C:2]1([CH3:21])[C:6]([CH3:8])([CH3:7])[O:5][B:4]([C:9]2[CH:14]=[CH:13][C:12]([N:15]3[CH2:20][CH2:19][NH:18][CH2:17][CH2:16]3)=[CH:11][CH:10]=2)[O:3]1.Br[CH2:23][CH2:24][O:25][Si:26]([C:29]([CH3:32])([CH3:31])[CH3:30])([CH3:28])[CH3:27].C(=O)([O-])[O-].[Cs+].[Cs+]. (4) Given the product [CH2:1]([O:8][C:9](=[O:10])[NH:11][CH2:12][C:13]1[CH:14]=[CH:15][C:16]([C:17](=[O:19])[NH:22][C:23]2[CH:28]=[CH:27][N:26]=[CH:25][N:24]=2)=[CH:20][CH:21]=1)[C:2]1[CH:3]=[CH:4][CH:5]=[CH:6][CH:7]=1, predict the reactants needed to synthesize it. The reactants are: [CH2:1]([O:8][C:9]([NH:11][CH2:12][C:13]1[CH:21]=[CH:20][C:16]([C:17]([OH:19])=O)=[CH:15][CH:14]=1)=[O:10])[C:2]1[CH:7]=[CH:6][CH:5]=[CH:4][CH:3]=1.[NH2:22][C:23]1[CH:28]=[CH:27][N:26]=[CH:25][N:24]=1. (5) Given the product [ClH:45].[CH2:17]([O:19][C:20]([C:22]1[N:23]([C:34]2[CH:35]=[CH:36][C:37]([O:40][CH:41]([CH3:42])[CH3:43])=[CH:38][CH:39]=2)[C:24]2[C:29]([C:30]=1[S:31][CH3:32])=[CH:28][C:27]([C:7]1[CH:12]=[CH:11][C:10]([C:13]([F:16])([F:15])[F:14])=[CH:9][N:8]=1)=[CH:26][CH:25]=2)=[O:21])[CH3:18], predict the reactants needed to synthesize it. The reactants are: [Li]C(C)(C)C.Br[C:7]1[CH:12]=[CH:11][C:10]([C:13]([F:16])([F:15])[F:14])=[CH:9][N:8]=1.[CH2:17]([O:19][C:20]([C:22]1[N:23]([C:34]2[CH:39]=[CH:38][C:37]([O:40][CH:41]([CH3:43])[CH3:42])=[CH:36][CH:35]=2)[C:24]2[C:29]([C:30]=1[S:31][CH3:32])=[CH:28][C:27](Br)=[CH:26][CH:25]=2)=[O:21])[CH3:18].[NH4+].[Cl-:45].Cl. (6) Given the product [OH:7][C:8]1[C:9]([N+:17]([O-:19])=[O:18])=[C:10]([CH:14]=[CH:15][CH:16]=1)[C:11]([O:13][CH3:5])=[O:12], predict the reactants needed to synthesize it. The reactants are: O=S(Cl)Cl.[CH3:5]O.[OH:7][C:8]1[C:9]([N+:17]([O-:19])=[O:18])=[C:10]([CH:14]=[CH:15][CH:16]=1)[C:11]([OH:13])=[O:12]. (7) Given the product [O:11]=[C:4]1[CH:5]([C:8]([OH:9])=[O:10])[CH2:7][CH2:6][N:21]1[CH:19]([C:13]1[CH:18]=[CH:17][CH:16]=[CH:15][CH:14]=1)[CH3:20], predict the reactants needed to synthesize it. The reactants are: CC1(C)[O:9][C:8](=[O:10])[C:5]2([CH2:7][CH2:6]2)[C:4](=[O:11])O1.[C:13]1([CH:19]([NH2:21])[CH3:20])[CH:18]=[CH:17][CH:16]=[CH:15][CH:14]=1.